Dataset: Catalyst prediction with 721,799 reactions and 888 catalyst types from USPTO. Task: Predict which catalyst facilitates the given reaction. (1) Reactant: [C-:1]#[N:2].[Na+].Br[CH2:5][C:6]1[CH:11]=[CH:10][C:9]([O:12][CH:13]([F:15])[F:14])=[C:8]([O:16][CH3:17])[CH:7]=1.O. Product: [F:14][CH:13]([F:15])[O:12][C:9]1[CH:10]=[CH:11][C:6]([CH2:5][C:1]#[N:2])=[CH:7][C:8]=1[O:16][CH3:17]. The catalyst class is: 3. (2) Reactant: [N:1]1([C:10]([O:12][CH2:13][C:14]2[CH:19]=[CH:18][CH:17]=[CH:16][CH:15]=2)=[O:11])[CH2:5][CH2:4][CH:3]([C:6]([O:8][CH3:9])=[O:7])[CH2:2]1.[CH3:20][Si]([N-][Si](C)(C)C)(C)C.[Li+].CI.[Cl-].[NH4+]. Product: [CH3:20][C:3]1([C:6]([O:8][CH3:9])=[O:7])[CH2:4][CH2:5][N:1]([C:10]([O:12][CH2:13][C:14]2[CH:19]=[CH:18][CH:17]=[CH:16][CH:15]=2)=[O:11])[CH2:2]1. The catalyst class is: 1. (3) Reactant: [CH3:1][O:2][C:3]1[CH:9]=[CH:8][CH:7]=[C:6]([CH3:10])[C:4]=1[NH2:5].[Br:11]Br. Product: [Br:11][C:8]1[CH:7]=[C:6]([CH3:10])[C:4]([NH2:5])=[C:3]([O:2][CH3:1])[CH:9]=1. The catalyst class is: 130. (4) Reactant: II.[CH3:3][O:4][C:5]([CH:7]([CH2:12][CH2:13][CH2:14][CH2:15][CH2:16][CH2:17][O:18]C(C1C=CC=CC=1)(C1C=CC=CC=1)C1C=CC=CC=1)[C:8]([O:10][CH3:11])=[O:9])=[O:6]. Product: [OH:18][CH2:17][CH2:16][CH2:15][CH2:14][CH2:13][CH2:12][CH:7]([C:5]([O:4][CH3:3])=[O:6])[C:8]([O:10][CH3:11])=[O:9]. The catalyst class is: 5. (5) Reactant: CCOCC.Br[CH2:7][C:8](=O)[CH2:9][N:10]1[C:18](=[O:19])[C:17]2[C:12](=[CH:13][CH:14]=[CH:15][CH:16]=2)[C:11]1=[O:20].[CH:22]([NH2:24])=[S:23]. Product: [S:23]1[CH:7]=[C:8]([CH2:9][N:10]2[C:18](=[O:19])[C:17]3[C:12](=[CH:13][CH:14]=[CH:15][CH:16]=3)[C:11]2=[O:20])[N:24]=[CH:22]1. The catalyst class is: 14. (6) Reactant: [Cl:1][C:2]1[CH:3]=[C:4](/[CH:9]=[CH:10]/[C:11]([N:13]2[CH2:19][CH2:18][C:17](=[O:20])[N:16]([CH2:21][CH:22]3[CH2:24][O:23]3)[CH2:15][CH2:14]2)=[O:12])[CH:5]=[CH:6][C:7]=1[Cl:8].[NH:25]1[CH2:30][CH2:29][CH2:28][CH2:27][CH2:26]1.C(=O)([O-])[O-].[Cs+].[Cs+].C(Cl)Cl. Product: [Cl:1][C:2]1[CH:3]=[C:4](/[CH:9]=[CH:10]/[C:11]([N:13]2[CH2:19][CH2:18][C:17](=[O:20])[N:16]([CH2:21][CH:22]([OH:23])[CH2:24][N:25]3[CH2:30][CH2:29][CH2:28][CH2:27][CH2:26]3)[CH2:15][CH2:14]2)=[O:12])[CH:5]=[CH:6][C:7]=1[Cl:8]. The catalyst class is: 44. (7) Reactant: [CH3:1][C:2]1[CH:7]=[CH:6][N:5]=[CH:4][C:3]=1[C:8](=[O:10])[CH3:9].[BrH:11].BrBr.C(OCC)C. Product: [BrH:11].[Br:11][CH2:9][C:8]([C:3]1[CH:4]=[N:5][CH:6]=[CH:7][C:2]=1[CH3:1])=[O:10]. The catalyst class is: 15. (8) Reactant: CC(C)([O-])C.[K+].C1(C)C(S([CH2:16][N+:17]#[C-])(=O)=O)=CC=CC=1.[CH2:20]([O:27][C:28]1[N:35]=[CH:34][CH:33]=[CH:32][C:29]=1[CH:30]=O)[C:21]1[CH:26]=[CH:25][CH:24]=[CH:23][CH:22]=1.CO. The catalyst class is: 762. Product: [CH2:20]([O:27][C:28]1[C:29]([CH2:30][C:16]#[N:17])=[CH:32][CH:33]=[CH:34][N:35]=1)[C:21]1[CH:26]=[CH:25][CH:24]=[CH:23][CH:22]=1. (9) Reactant: N(C(OC(C)C)=O)=NC([O:5][CH:6](C)[CH3:7])=O.[OH:15][C@H:16]([CH2:34][CH2:35][C:36]1[CH:41]=[CH:40][C:39]([C:42]2[CH:43]=[N:44][C:45]([O:48][CH3:49])=[CH:46][CH:47]=2)=[CH:38][CH:37]=1)[C@H:17]([CH2:21][CH2:22][N:23]1[C:28](=[O:29])[C:27]2[CH:30]=[CH:31][CH:32]=[CH:33][C:26]=2[N:25]=[N:24]1)[C:18]([OH:20])=[O:19].C(P(CCCC)CCCC)CCC.C(O)(=O)C. Product: [C:6]([O:15][C@H:16]([CH2:34][CH2:35][C:36]1[CH:37]=[CH:38][C:39]([C:42]2[CH:43]=[N:44][C:45]([O:48][CH3:49])=[CH:46][CH:47]=2)=[CH:40][CH:41]=1)[C@H:17]([CH2:21][CH2:22][N:23]1[C:28](=[O:29])[C:27]2[CH:30]=[CH:31][CH:32]=[CH:33][C:26]=2[N:25]=[N:24]1)[C:18]([OH:20])=[O:19])(=[O:5])[CH3:7]. The catalyst class is: 7.